This data is from Catalyst prediction with 721,799 reactions and 888 catalyst types from USPTO. The task is: Predict which catalyst facilitates the given reaction. (1) Reactant: [Cl:1][C:2]1[C:3]([C:28](OCC)=[O:29])=[N:4][N:5]([CH2:7][C@H:8]2[CH2:13][CH2:12][C@H:11]([NH:14][C:15](=[O:27])[C:16]3[CH:21]=[C:20]([C:22]([F:25])([F:24])[F:23])[CH:19]=[CH:18][C:17]=3[Cl:26])[CH2:10][CH2:9]2)[CH:6]=1.[H-].[H-].[H-].[H-].[Li+].[Al+3]. Product: [Cl:26][C:17]1[CH:18]=[CH:19][C:20]([C:22]([F:23])([F:25])[F:24])=[CH:21][C:16]=1[C:15]([NH:14][C@H:11]1[CH2:12][CH2:13][C@H:8]([CH2:7][N:5]2[CH:6]=[C:2]([Cl:1])[C:3]([CH2:28][OH:29])=[N:4]2)[CH2:9][CH2:10]1)=[O:27]. The catalyst class is: 1. (2) Reactant: [CH3:1][C:2]1([CH3:23])[CH2:7][C@H:6]([NH:8][C:9]2[C:14]([C:15]([F:18])([F:17])[F:16])=[CH:13][N:12]=[C:11](S(C)=O)[N:10]=2)[CH2:5][CH2:4][C@@H:3]1[OH:22].[NH2:24][CH2:25][C:26]1[C:27]([C:34]([F:37])([F:36])[F:35])=[CH:28][C:29]([CH3:33])=[N+:30]([O-:32])[CH:31]=1. Product: [OH:22][C@H:3]1[CH2:4][CH2:5][C@@H:6]([NH:8][C:9]2[C:14]([C:15]([F:18])([F:17])[F:16])=[CH:13][N:12]=[C:11]([NH:24][CH2:25][C:26]3[C:27]([C:34]([F:37])([F:35])[F:36])=[CH:28][C:29]([CH3:33])=[N+:30]([O-:32])[CH:31]=3)[N:10]=2)[CH2:7][C:2]1([CH3:23])[CH3:1]. The catalyst class is: 12. (3) Product: [O:6]1[CH2:7][CH2:8][CH:3]([CH2:2][S:11][C:9](=[O:12])[CH3:10])[CH2:4][CH2:5]1. The catalyst class is: 3. Reactant: Br[CH2:2][CH:3]1[CH2:8][CH2:7][O:6][CH2:5][CH2:4]1.[C:9]([O-:12])(=[S:11])[CH3:10].[K+].C(OCC)C. (4) Reactant: [CH:1]1[C:10]2[C:5](=[CH:6][CH:7]=[CH:8][CH:9]=2)[CH:4]=[CH:3][C:2]=1[S:11]([N:14]1[CH2:18][C@H:17]([S:19][C:20]([C:33]2[CH:38]=[CH:37][CH:36]=[CH:35][CH:34]=2)([C:27]2[CH:32]=[CH:31][CH:30]=[CH:29][CH:28]=2)[C:21]2[CH:26]=[CH:25][CH:24]=[CH:23][CH:22]=2)[CH2:16][C@H:15]1[C:39](O)=[O:40])(=[O:13])=[O:12].ON1C=CC=CC1=O.CCN=C=NCCCN(C)C.[NH2:61][CH2:62][C:63]1[NH:67][N:66]=[N:65][N:64]=1. Product: [NH:64]1[C:63]([CH2:62][NH:61][C:39]([C@@H:15]2[CH2:16][C@@H:17]([S:19][C:20]([C:33]3[CH:38]=[CH:37][CH:36]=[CH:35][CH:34]=3)([C:21]3[CH:22]=[CH:23][CH:24]=[CH:25][CH:26]=3)[C:27]3[CH:32]=[CH:31][CH:30]=[CH:29][CH:28]=3)[CH2:18][N:14]2[S:11]([C:2]2[CH:3]=[CH:4][C:5]3[C:10](=[CH:9][CH:8]=[CH:7][CH:6]=3)[CH:1]=2)(=[O:12])=[O:13])=[O:40])=[N:67][N:66]=[N:65]1. The catalyst class is: 59. (5) Reactant: [CH2:1]([Zn]CC)C.CCCCCC.ClCI.[C:15]12([CH2:25][CH2:26][N:27]([CH2:40][CH2:41][CH2:42][CH2:43][CH3:44])[C:28]([NH:30][CH2:31]/[CH:32]=[CH:33]\[C:34]3[CH:39]=[CH:38][N:37]=[CH:36][CH:35]=3)=[O:29])[CH2:24][CH:19]3[CH2:20][CH:21]([CH2:23][CH:17]([CH2:18]3)[CH2:16]1)[CH2:22]2.[Cl-].[NH4+]. Product: [C:15]12([CH2:25][CH2:26][N:27]([CH2:40][CH2:41][CH2:42][CH2:43][CH3:44])[C:28]([NH:30][CH2:31][C@@H:32]3[CH2:1][C@@H:33]3[C:34]3[CH:35]=[CH:36][N:37]=[CH:38][CH:39]=3)=[O:29])[CH2:16][CH:17]3[CH2:18][CH:19]([CH2:20][CH:21]([CH2:23]3)[CH2:22]1)[CH2:24]2. The catalyst class is: 756.